From a dataset of Catalyst prediction with 721,799 reactions and 888 catalyst types from USPTO. Predict which catalyst facilitates the given reaction. (1) Reactant: [O:1]=[C:2]1[C:10]2[C:5](=[CH:6][C:7]([N+:11]([O-])=O)=[CH:8][CH:9]=2)[C:4](=[O:14])[N:3]1[CH:15]1[CH2:20][CH2:19][C:18](=[O:21])[NH:17][C:16]1=[O:22]. Product: [O:1]=[C:2]1[C:10]2[C:5](=[CH:6][C:7]([NH2:11])=[CH:8][CH:9]=2)[C:4](=[O:14])[N:3]1[CH:15]1[CH2:20][CH2:19][C:18](=[O:21])[NH:17][C:16]1=[O:22]. The catalyst class is: 505. (2) Reactant: [O:1]=[CH:2][CH:3](CO)O.[F:7][C:8]1[CH:9]=[N:10][C:11]([O:23][C:24]2[CH:29]=[CH:28][CH:27]=[C:26]([S:30][CH3:31])[CH:25]=2)=[C:12]([CH:22]=1)[C:13]([NH:15][CH:16]1[CH2:21][CH2:20][NH:19][CH2:18][CH2:17]1)=[O:14].[Na]. Product: [NH3:10].[F:7][C:8]1[CH:9]=[N:10][C:11]([O:23][C:24]2[CH:29]=[CH:28][CH:27]=[C:26]([S:30][CH3:31])[CH:25]=2)=[C:12]([CH:22]=1)[C:13]([NH:15][CH:16]1[CH2:17][CH2:18][N:19]([CH2:3][CH2:2][OH:1])[CH2:20][CH2:21]1)=[O:14]. The catalyst class is: 4. (3) Reactant: [CH3:1][NH:2][CH2:3][CH2:4][C:5]1[CH:10]=[CH:9][C:8]([OH:11])=[CH:7][CH:6]=1.Cl[C:13]1[CH:21]=[CH:20][C:16]([C:17]([NH2:19])=[O:18])=[CH:15][N:14]=1.C(=O)([O-])[O-].[Cs+].[Cs+].C(O)C. Product: [CH3:1][NH:2][CH2:3][CH2:4][C:5]1[CH:10]=[CH:9][C:8]([O:11][C:13]2[CH:21]=[CH:20][C:16]([C:17]([NH2:19])=[O:18])=[CH:15][N:14]=2)=[CH:7][CH:6]=1. The catalyst class is: 9. (4) Reactant: Cl[C:2]1[CH:7]=[C:6]([OH:8])[N:5]2[N:9]=[C:10]([C:21]([F:24])([F:23])[F:22])[C:11]([CH2:12][C:13]3[CH:18]=[CH:17][CH:16]=[C:15]([Cl:19])[C:14]=3[Cl:20])=[C:4]2[N:3]=1.[CH3:25][CH:26]1[O:31][CH2:30][CH2:29][NH:28][CH2:27]1. Product: [Cl:20][C:14]1[C:15]([Cl:19])=[CH:16][CH:17]=[CH:18][C:13]=1[CH2:12][C:11]1[C:10]([C:21]([F:24])([F:23])[F:22])=[N:9][N:5]2[C:6]([OH:8])=[CH:7][C:2]([N:28]3[CH2:29][CH2:30][O:31][CH:26]([CH3:25])[CH2:27]3)=[N:3][C:4]=12. The catalyst class is: 162.